This data is from Peptide-MHC class I binding affinity with 185,985 pairs from IEDB/IMGT. The task is: Regression. Given a peptide amino acid sequence and an MHC pseudo amino acid sequence, predict their binding affinity value. This is MHC class I binding data. The peptide sequence is QQQQQLLDVV. The MHC is HLA-B27:05 with pseudo-sequence HLA-B27:05. The binding affinity (normalized) is 0.